Predict the reaction yield, written as a fraction of the theoretical maximum amount of product (1.0 means a 100% yield; for example, 0.34 means a 34% yield). From a dataset of Reaction yield outcomes from USPTO patents with 853,638 reactions. (1) The reactants are [CH2:1]([NH:3][C:4]([N:18]1[CH2:22][CH:21]([CH2:23][CH3:24])[CH:20]=[N:19]1)=[N:5][S:6]([C:9]1[CH:10]=[C:11]2[C:15](=[CH:16][CH:17]=1)[NH:14][CH2:13][CH2:12]2)(=[O:8])=[O:7])[CH3:2]. The catalyst is C1(C)C=CC=CC=1.[Pd]. The product is [CH2:1]([NH:3][C:4]([N:18]1[CH2:22][CH:21]([CH2:23][CH3:24])[CH:20]=[N:19]1)=[N:5][S:6]([C:9]1[CH:10]=[C:11]2[C:15](=[CH:16][CH:17]=1)[NH:14][CH:13]=[CH:12]2)(=[O:7])=[O:8])[CH3:2]. The yield is 0.660. (2) The reactants are [NH2:1][CH2:2][CH2:3][CH2:4][N:5]1[C:13]([CH2:14][C:15]2[C:23]([I:24])=[CH:22][C:18]3[O:19][CH2:20][O:21][C:17]=3[CH:16]=2)=[N:12][C:11]2[C:6]1=[N:7][C:8]([F:26])=[N:9][C:10]=2[NH2:25].[CH:27]1([C:30](Cl)=[O:31])[CH2:29][CH2:28]1.C(N(CC)CC)C. The catalyst is CN(C=O)C. The product is [NH2:25][C:10]1[N:9]=[C:8]([F:26])[N:7]=[C:6]2[C:11]=1[N:12]=[C:13]([CH2:14][C:15]1[C:23]([I:24])=[CH:22][C:18]3[O:19][CH2:20][O:21][C:17]=3[CH:16]=1)[N:5]2[CH2:4][CH2:3][CH2:2][NH:1][C:30]([CH:27]1[CH2:29][CH2:28]1)=[O:31]. The yield is 0.650. (3) The reactants are [Cl:1][C:2]1[CH:7]=[CH:6][CH:5]=[CH:4][C:3]=1[N:8]1[C:17](=[O:18])[C:16]2[C:11](=[CH:12][CH:13]=[C:14]([F:19])[CH:15]=2)[N:10]=[C:9]1C=O.[CH:22]1[CH:27]=[C:26]([NH2:28])[CH:25]=[C:24](CC(N)=O)[CH:23]=1.Cl.[CH2:34]([N:36](CC)CC)C.[C:41]([OH:44])(=O)[CH3:42].C(O[BH-](OC(=O)C)OC(=O)C)(=O)C.[Na+]. The catalyst is ClC(Cl)C. The product is [Cl:1][C:2]1[CH:7]=[CH:6][CH:5]=[CH:4][C:3]=1[N:8]1[C:17](=[O:18])[C:16]2[C:11](=[CH:12][CH:13]=[C:14]([F:19])[CH:15]=2)[N:10]=[C:9]1[CH2:34][NH:36][C:24]1[CH:25]=[C:26]([NH:28][C:41](=[O:44])[CH3:42])[CH:27]=[CH:22][CH:23]=1. The yield is 0.240. (4) The reactants are [H-].[Na+].[Br:3][C:4]1[CH:5]=[C:6]([CH2:10][C:11]#[N:12])[CH:7]=[N:8][CH:9]=1.[CH3:13]I. The catalyst is CN(C=O)C. The product is [Br:3][C:4]1[CH:5]=[C:6]([CH:10]([CH3:13])[C:11]#[N:12])[CH:7]=[N:8][CH:9]=1. The yield is 0.240. (5) The reactants are F[C:2]1[C:3]([C:8]([OH:10])=[O:9])=[N:4][CH:5]=[CH:6][CH:7]=1.[CH3:11][O:12][CH2:13][CH2:14][OH:15].CC(C)([O-])C.[K+]. The catalyst is O.Cl. The product is [CH3:11][O:12][CH2:13][CH2:14][O:15][C:2]1[C:3]([C:8]([OH:10])=[O:9])=[N:4][CH:5]=[CH:6][CH:7]=1. The yield is 0.260.